Predict the product of the given reaction. From a dataset of Forward reaction prediction with 1.9M reactions from USPTO patents (1976-2016). (1) Given the reactants Br[C:2]1[CH:3]=[C:4]([CH3:13])[C:5](=[O:12])[N:6]([CH2:8][CH:9]2[CH2:11][CH2:10]2)[CH:7]=1.[CH3:14][C:15]1([CH3:31])[C:19]([CH3:21])([CH3:20])[O:18][B:17]([B:17]2[O:18][C:19]([CH3:21])([CH3:20])[C:15]([CH3:31])([CH3:14])[O:16]2)[O:16]1.CC([O-])=O.[K+].N#N, predict the reaction product. The product is: [CH:9]1([CH2:8][N:6]2[CH:7]=[C:2]([B:17]3[O:18][C:19]([CH3:21])([CH3:20])[C:15]([CH3:31])([CH3:14])[O:16]3)[CH:3]=[C:4]([CH3:13])[C:5]2=[O:12])[CH2:11][CH2:10]1. (2) Given the reactants [CH:1]1[C:6]([C:7]2[C:16](=O)[C:15]3[CH:14]=[CH:13][C:12]([OH:18])=[CH:11][C:10]=3[O:9][CH:8]=2)=[CH:5][CH:4]=[C:3]([OH:19])[CH:2]=1.C1C(C2C(=O)C3C(O)=CC(O)=CC=3OC=2)=CC=C(O)C=1.COC1C=C2C(=O)C(C3C=CC(O)=CC=3)=COC2=CC=1O, predict the reaction product. The product is: [CH:5]1[C:6]([C@H:7]2[CH2:8][O:9][C:10]3[CH:11]=[C:12]([OH:18])[CH:13]=[CH:14][C:15]=3[CH2:16]2)=[CH:1][CH:2]=[C:3]([OH:19])[CH:4]=1. (3) Given the reactants [C:1](Cl)(=[O:5])[CH:2]([CH3:4])[CH3:3].[CH3:7][C:8]1[CH:9]=[CH:10][CH:11]=[CH:12][C:13]=1[CH3:14].[Cl-].[Al+3].[Cl-].[Cl-].Cl, predict the reaction product. The product is: [CH3:7][C:8]1[CH:9]=[C:10]([C:1](=[O:5])[CH:2]([CH3:4])[CH3:3])[CH:11]=[CH:12][C:13]=1[CH3:14]. (4) The product is: [OH:25][C:23]([C:22]([F:30])([F:21])[S:26]([O-:29])(=[O:28])=[O:27])=[O:24].[C:15]1([S+:8]([C:2]2[CH:3]=[CH:4][CH:5]=[CH:6][CH:7]=2)[C:9]2[CH:14]=[CH:13][CH:12]=[CH:11][CH:10]=2)[CH:16]=[CH:17][CH:18]=[CH:19][CH:20]=1. Given the reactants [Cl-].[C:2]1([S+:8]([C:15]2[CH:20]=[CH:19][CH:18]=[CH:17][CH:16]=2)[C:9]2[CH:14]=[CH:13][CH:12]=[CH:11][CH:10]=2)[CH:7]=[CH:6][CH:5]=[CH:4][CH:3]=1.[F:21][C:22]([F:30])([S:26]([OH:29])(=[O:28])=[O:27])[C:23]([O-:25])=[O:24].[Na+], predict the reaction product. (5) Given the reactants [CH2:1]([OH:66])[C@H:2]1[O:7][C@@H:6]2[O:8][C@H]3[C@H](O)[C@@H](O)[C@@H]([O:49][C@H:3]4[C@H:4]([OH:65])[C@@H:5]([OH:64])[C@@H:6]([O:8][C@H]5[C@H](O)[C@@H](O)[C@@H]([O:49][C@H:3]6[C@H:4]([OH:65])[C@@H:5]([OH:64])[C@@H:6]([O:8][C@H]7[C@H](O)[C@@H](O)[C@@H]([O:49][C@H:3]1[C@H:4]([OH:65])[C@H:5]2[OH:64])O[C@@H]7CO)[O:7][C@@H:2]6[CH2:1][OH:66])O[C@@H]5CO)[O:7][C@@H:2]4[CH2:1][OH:66])O[C@@H]3CO.C(O)[C@H]1O[C@@H]2O[C@H]3[C@H](O)[C@@H](O)[C@@H](O[C@H]4[C@H](O)[C@@H](O)[C@@H](O[C@H]5[C@H](O)[C@@H](O)[C@@H](O[C@H]6[C@H](O)[C@@H](O)[C@@H](O[C@H]7[C@H](O)[C@@H](O)[C@@H](O[C@H]8[C@H](O)[C@@H](O)[C@@H](O[C@H]1[C@H](O)[C@H]2O)O[C@@H]8CO)O[C@@H]7CO)O[C@@H]6CO)O[C@@H]5CO)O[C@@H]4CO)O[C@@H]3CO.C(O)[C@H]1O[C@@H]2O[C@H]3[C@H](O)[C@@H](O)[C@@H](O[C@H]4[C@H](O)[C@@H](O)[C@@H](O[C@H]5[C@H](O)[C@@H](O)C(OC6[C@H](O)[C@@H](O)C(C7[C@H](O)[C@@H](O)C(O[C@H]8[C@H](O)[C@@H](O)[C@@H](O[C@H]9[C@H](O)[C@@H](O)[C@@H](O[C@H]1[C@H](O)[C@H]2O)O[C@@H]9CO)O[C@@H]8CO)O[C@@H]7CO)O[C@@H]6CO)O[C@@H]5CO)O[C@@H]4CO)O[C@@H]3CO.[OH-].[Na+].[Na+].ClCC([O-])=O, predict the reaction product. The product is: [O:8]=[CH:6][C@@H:5]([C@H:4]([C@@H:3]([C@@H:2]([CH2:1][OH:66])[OH:7])[OH:49])[OH:65])[OH:64]. (6) The product is: [OH:38][CH2:39][CH2:40][N+:41]([CH3:44])([CH3:43])[CH3:42].[OH:1][NH:2][C:3]([C:5]1[CH:10]=[N:9][C:8]([N:11]([CH2:13][C:14]2[S:22][C:21]3[C:20]([N:23]4[CH2:28][CH2:27][O:26][CH2:25][CH2:24]4)=[N:19][C:18]([C:29]4[CH:30]=[N:31][C:32]([O:35][CH3:36])=[CH:33][CH:34]=4)=[N:17][C:16]=3[CH:15]=2)[CH3:12])=[N:7][CH:6]=1)=[O:4]. Given the reactants [OH:1][NH:2][C:3]([C:5]1[CH:6]=[N:7][C:8]([N:11]([CH2:13][C:14]2[S:22][C:21]3[C:20]([N:23]4[CH2:28][CH2:27][O:26][CH2:25][CH2:24]4)=[N:19][C:18]([C:29]4[CH:30]=[N:31][C:32]([O:35][CH3:36])=[CH:33][CH:34]=4)=[N:17][C:16]=3[CH:15]=2)[CH3:12])=[N:9][CH:10]=1)=[O:4].[OH-].[OH:38][CH2:39][CH2:40][N+:41]([CH3:44])([CH3:43])[CH3:42], predict the reaction product. (7) Given the reactants [C:1]1([C:7]2[NH:11][N:10]=[C:9]([C:12]([NH:14][CH2:15][C:16]([OH:18])=O)=[O:13])[CH:8]=2)[CH:6]=[CH:5][CH:4]=[CH:3][CH:2]=1.CCN(C(C)C)C(C)C.C1C=CC2N(O)N=NC=2C=1.CCN=C=NCCCN(C)C.Cl.Cl.[Cl:51][C:52]1[CH:57]=[CH:56][CH:55]=[CH:54][C:53]=1[S:58][CH:59]1[CH2:64][CH2:63][NH:62][CH2:61][CH2:60]1, predict the reaction product. The product is: [Cl:51][C:52]1[CH:57]=[CH:56][CH:55]=[CH:54][C:53]=1[S:58][CH:59]1[CH2:64][CH2:63][N:62]([C:16](=[O:18])[CH2:15][NH:14][C:12]([C:9]2[CH:8]=[C:7]([C:1]3[CH:2]=[CH:3][CH:4]=[CH:5][CH:6]=3)[NH:11][N:10]=2)=[O:13])[CH2:61][CH2:60]1. (8) Given the reactants Br.Br[CH2:3][C:4]([C:6]1[CH:11]=[CH:10][N:9]=[C:8]([Br:12])[CH:7]=1)=O.[CH3:13][C:14]1[CH:15]=[C:16]([NH:20][C:21]([NH2:23])=[S:22])[CH:17]=[CH:18][CH:19]=1.N, predict the reaction product. The product is: [Br:12][C:8]1[CH:7]=[C:6]([C:4]2[N:23]=[C:21]([NH:20][C:16]3[CH:17]=[CH:18][CH:19]=[C:14]([CH3:13])[CH:15]=3)[S:22][CH:3]=2)[CH:11]=[CH:10][N:9]=1. (9) Given the reactants [F:1][C:2]1[CH:3]=[C:4]([C:9]2[CH:10]=[CH:11][C:12]([NH2:15])=[N:13][CH:14]=2)[CH:5]=[C:6]([F:8])[CH:7]=1.[O:16]=[C:17]1[N:21]2[CH2:22][CH2:23][CH:24]([CH2:26][C:27](O)=[O:28])[CH2:25][CH:20]2[CH2:19][O:18]1, predict the reaction product. The product is: [F:8][C:6]1[CH:5]=[C:4]([C:9]2[CH:10]=[CH:11][C:12]([NH:15][C:27](=[O:28])[CH2:26][CH:24]3[CH2:23][CH2:22][N:21]4[C:17](=[O:16])[O:18][CH2:19][CH:20]4[CH2:25]3)=[N:13][CH:14]=2)[CH:3]=[C:2]([F:1])[CH:7]=1. (10) Given the reactants [C:1]1(C)[C:2]([S:7](Cl)(=[O:9])=[O:8])=[CH:3][CH:4]=[CH:5][CH:6]=1.[OH:12][C:13]1[CH:18]=[CH:17][C:16]([C@H:19]2[C@H:24]([O:25][Si:26]([CH:33]([CH3:35])[CH3:34])([CH:30]([CH3:32])[CH3:31])[CH:27]([CH3:29])[CH3:28])[CH2:23][NH:22][CH2:21][C@@H:20]2[OH:36])=[CH:15][CH:14]=1.[C:37](OCC)(=O)C, predict the reaction product. The product is: [OH:12][C:13]1[CH:18]=[CH:17][C:16]([C@H:19]2[C@H:24]([O:25][Si:26]([CH:30]([CH3:32])[CH3:31])([CH:33]([CH3:35])[CH3:34])[CH:27]([CH3:28])[CH3:29])[CH2:23][N:22]([S:7]([C:2]3[CH:1]=[CH:6][C:5]([CH3:37])=[CH:4][CH:3]=3)(=[O:8])=[O:9])[CH2:21][C@@H:20]2[OH:36])=[CH:15][CH:14]=1.